This data is from Full USPTO retrosynthesis dataset with 1.9M reactions from patents (1976-2016). The task is: Predict the reactants needed to synthesize the given product. Given the product [C:19]1([OH:31])[C:18]2[C:16]3([C:4]4[C:3]([OH:2])=[CH:8][CH:7]=[CH:6][C:5]=4[O:2][C:3]4[C:4]3=[CH:5][CH:6]=[CH:7][CH:8]=4)[C:19]3[C:20](=[CH:21][CH:22]=[CH:23][CH:18]=3)[O:24][C:23]=2[CH:22]=[CH:21][CH:20]=1, predict the reactants needed to synthesize it. The reactants are: C[O:2][C:3]1[CH:8]=[CH:7][CH:6]=[C:5](OC2C=CC=CC=2)[C:4]=1[C:16]([C:18]1[C:23]([O:24]C2C=CC=CC=2)=[CH:22][CH:21]=[CH:20][C:19]=1[O:31]C)=O.[Al+3].[Cl-].[Cl-].[Cl-].Cl.